Dataset: Catalyst prediction with 721,799 reactions and 888 catalyst types from USPTO. Task: Predict which catalyst facilitates the given reaction. (1) Reactant: [N:1]1([C:9]2[CH:14]=[CH:13][C:12]([C:15]3[CH:20]=[CH:19][C:18]([C:21]#[N:22])=[CH:17][CH:16]=3)=[CH:11][CH:10]=2)[CH2:5][CH2:4][C@@H:3]2[CH2:6][NH:7][CH2:8][C@H:2]12.[H-].[Na+].I[CH2:26][CH3:27]. Product: [CH2:26]([N:7]1[CH2:6][C@@H:3]2[C@@H:2]([N:1]([C:9]3[CH:10]=[CH:11][C:12]([C:15]4[CH:20]=[CH:19][C:18]([C:21]#[N:22])=[CH:17][CH:16]=4)=[CH:13][CH:14]=3)[CH2:5][CH2:4]2)[CH2:8]1)[CH3:27]. The catalyst class is: 20. (2) Reactant: [F:1][C:2]1[C:7]([CH:8]([OH:19])[C:9]2[C:17]3[C:16]([CH3:18])=[N:15][CH:14]=[N:13][C:12]=3[NH:11][CH:10]=2)=[C:6]([F:20])[CH:5]=[CH:4][C:3]=1[NH:21][S:22]([CH2:25][CH2:26][CH3:27])(=[O:24])=[O:23].CC(OI1(OC(C)=O)(OC(C)=O)OC(=O)C2C=CC=CC1=2)=O.C(=O)(O)[O-].[Na+].S([O-])([O-])(=O)=S.[Na+].[Na+]. Product: [F:1][C:2]1[C:7]([C:8]([C:9]2[C:17]3[C:16]([CH3:18])=[N:15][CH:14]=[N:13][C:12]=3[NH:11][CH:10]=2)=[O:19])=[C:6]([F:20])[CH:5]=[CH:4][C:3]=1[NH:21][S:22]([CH2:25][CH2:26][CH3:27])(=[O:24])=[O:23]. The catalyst class is: 54.